This data is from NCI-60 drug combinations with 297,098 pairs across 59 cell lines. The task is: Regression. Given two drug SMILES strings and cell line genomic features, predict the synergy score measuring deviation from expected non-interaction effect. (1) Drug 1: C1CC(=O)NC(=O)C1N2CC3=C(C2=O)C=CC=C3N. Drug 2: CC12CCC3C(C1CCC2=O)CC(=C)C4=CC(=O)C=CC34C. Cell line: SR. Synergy scores: CSS=47.2, Synergy_ZIP=-4.69, Synergy_Bliss=-4.95, Synergy_Loewe=-4.49, Synergy_HSA=-4.40. (2) Drug 1: CCC1=C2CN3C(=CC4=C(C3=O)COC(=O)C4(CC)O)C2=NC5=C1C=C(C=C5)O. Drug 2: CN(CC1=CN=C2C(=N1)C(=NC(=N2)N)N)C3=CC=C(C=C3)C(=O)NC(CCC(=O)O)C(=O)O. Cell line: COLO 205. Synergy scores: CSS=24.9, Synergy_ZIP=-8.53, Synergy_Bliss=-2.77, Synergy_Loewe=-5.85, Synergy_HSA=-2.76. (3) Drug 1: CC1CCC2CC(C(=CC=CC=CC(CC(C(=O)C(C(C(=CC(C(=O)CC(OC(=O)C3CCCCN3C(=O)C(=O)C1(O2)O)C(C)CC4CCC(C(C4)OC)O)C)C)O)OC)C)C)C)OC. Drug 2: N.N.Cl[Pt+2]Cl. Cell line: SF-295. Synergy scores: CSS=55.9, Synergy_ZIP=-4.90, Synergy_Bliss=0.143, Synergy_Loewe=-12.0, Synergy_HSA=1.00. (4) Drug 1: C1CC(=O)NC(=O)C1N2CC3=C(C2=O)C=CC=C3N. Drug 2: CC1=C(C(=CC=C1)Cl)NC(=O)C2=CN=C(S2)NC3=CC(=NC(=N3)C)N4CCN(CC4)CCO. Cell line: SK-MEL-28. Synergy scores: CSS=4.46, Synergy_ZIP=-0.391, Synergy_Bliss=2.80, Synergy_Loewe=3.78, Synergy_HSA=3.20. (5) Drug 1: CN(C)N=NC1=C(NC=N1)C(=O)N. Drug 2: C1=C(C(=O)NC(=O)N1)N(CCCl)CCCl. Cell line: SF-295. Synergy scores: CSS=44.0, Synergy_ZIP=0.0969, Synergy_Bliss=-1.83, Synergy_Loewe=-0.781, Synergy_HSA=0.200. (6) Drug 1: C1CN1C2=NC(=NC(=N2)N3CC3)N4CC4. Drug 2: CC(C)CN1C=NC2=C1C3=CC=CC=C3N=C2N. Cell line: LOX IMVI. Synergy scores: CSS=39.0, Synergy_ZIP=-0.460, Synergy_Bliss=-1.58, Synergy_Loewe=-2.57, Synergy_HSA=-1.23.